From a dataset of Forward reaction prediction with 1.9M reactions from USPTO patents (1976-2016). Predict the product of the given reaction. (1) The product is: [CH3:2][O:3][C:4](=[O:10])[C@H:5]([CH:7]([CH3:9])[CH3:8])[NH2:6]. Given the reactants Cl.[CH3:2][O:3][C:4](=[O:10])[C@H:5]([CH:7]([CH3:9])[CH3:8])[NH2:6].C(N(CC)CC)C, predict the reaction product. (2) Given the reactants [NH2:1][C:2]1[CH:3]=[C:4]([C@@H:8]([O:38][Si](CC)(CC)CC)[CH2:9][N:10](C(OC(C)(C)C)=O)[CH2:11][CH2:12][O:13][C:14]2[CH:22]=[C:21]3[C:17]([C:18]([CH3:30])=[N:19][N:20]3C(OC(C)(C)C)=O)=[CH:16][CH:15]=2)[CH:5]=[CH:6][CH:7]=1.N1C=CC=CC=1.[F:52][C:53]1[CH:58]=[CH:57][CH:56]=[CH:55][C:54]=1[S:59]([Cl:62])(=[O:61])=[O:60].Cl.O1CCOCC1, predict the reaction product. The product is: [F:52][C:53]1[CH:58]=[CH:57][CH:56]=[CH:55][C:54]=1[S:59]([NH:1][C:2]1[CH:7]=[CH:6][CH:5]=[C:4]([C@@H:8]([OH:38])[CH2:9][NH:10][CH2:11][CH2:12][O:13][C:14]2[CH:22]=[C:21]3[C:17]([C:18]([CH3:30])=[N:19][NH:20]3)=[CH:16][CH:15]=2)[CH:3]=1)(=[O:61])=[O:60].[ClH:62]. (3) The product is: [NH2:23][C:22]1[CH:21]=[C:20]([CH:26]=[CH:25][CH:24]=1)[O:19][C:13]1[C:12]2[C:17](=[CH:18][C:9]([OH:8])=[C:10]([O:27][CH3:28])[CH:11]=2)[N:16]=[CH:15][N:14]=1. Given the reactants C([O:8][C:9]1[CH:18]=[C:17]2[C:12]([C:13]([O:19][C:20]3[CH:21]=[C:22]([CH:24]=[CH:25][CH:26]=3)[NH2:23])=[N:14][CH:15]=[N:16]2)=[CH:11][C:10]=1[O:27][CH3:28])C1C=CC=CC=1.[H][H], predict the reaction product. (4) Given the reactants Br[C:2]1[CH:3]=[C:4]([CH2:8][O:9][C:10](=[O:12])[CH3:11])[CH:5]=[N:6][CH:7]=1.[F:13][C:14]1[CH:19]=[CH:18][C:17](B(O)O)=[CH:16][CH:15]=1, predict the reaction product. The product is: [C:10]([O:9][CH2:8][C:4]1[CH:5]=[N:6][CH:7]=[C:2]([C:17]2[CH:18]=[CH:19][C:14]([F:13])=[CH:15][CH:16]=2)[CH:3]=1)(=[O:12])[CH3:11]. (5) The product is: [CH2:1]([N:8]1[CH2:13][CH2:12][CH:11]([N:14]2[C:15]([CH3:16])=[N:29][N:28]=[C:26]2[C:25]([F:31])([F:24])[CH3:30])[CH2:10][CH2:9]1)[C:2]1[CH:3]=[CH:4][CH:5]=[CH:6][CH:7]=1. Given the reactants [CH2:1]([N:8]1[CH2:13][CH2:12][CH:11]([NH:14][C:15](=O)[CH3:16])[CH2:10][CH2:9]1)[C:2]1[CH:7]=[CH:6][CH:5]=[CH:4][CH:3]=1.P(Cl)(Cl)(Cl)(Cl)Cl.[F:24][C:25]([F:31])([CH3:30])[C:26]([NH:28][NH2:29])=O.[OH-].[Na+], predict the reaction product. (6) The product is: [OH:15][C:14]1[C:13]2[C:8](=[CH:9][C:10]([O:16][C:17]3[CH:18]=[CH:19][CH:20]=[CH:21][CH:22]=3)=[CH:11][CH:12]=2)[C:7]([C:23]2[CH:24]=[CH:25][CH:26]=[CH:27][CH:28]=2)=[N:6][C:5]=1[C:3]([NH:36][CH2:37][C:38]([CH3:43])([CH3:42])[C:39]([OH:41])=[O:40])=[O:2]. Given the reactants C[O:2][C:3]([C:5]1[N:6]=[C:7]([C:23]2[CH:28]=[CH:27][CH:26]=[CH:25][CH:24]=2)[C:8]2[C:13]([C:14]=1[OH:15])=[CH:12][CH:11]=[C:10]([O:16][C:17]1[CH:22]=[CH:21][CH:20]=[CH:19][CH:18]=1)[CH:9]=2)=O.OC(C(F)(F)F)=O.[NH2:36][CH2:37][C:38]([CH3:43])([CH3:42])[C:39]([OH:41])=[O:40].C[O-].[Na+], predict the reaction product. (7) Given the reactants C(C1N=C(N2CCC(F)(F)C2)C2C(=NN(CC)N=2)N=1)(C)(C)C.[C:23]([C:27]1[N:28]=[C:29]([N:36]2[CH2:40][C:39]([F:42])([F:41])[C:38]([F:44])([F:43])[CH2:37]2)[C:30]2[N:35]=[N:34][NH:33][C:31]=2[N:32]=1)([CH3:26])([CH3:25])[CH3:24].Cl[CH2:46][C:47]1[O:51][N:50]=[C:49]([CH3:52])[N:48]=1, predict the reaction product. The product is: [C:23]([C:27]1[N:28]=[C:29]([N:36]2[CH2:40][C:39]([F:41])([F:42])[C:38]([F:43])([F:44])[CH2:37]2)[C:30]2[C:31](=[N:33][N:34]([CH2:46][C:47]3[O:51][N:50]=[C:49]([CH3:52])[N:48]=3)[N:35]=2)[N:32]=1)([CH3:26])([CH3:24])[CH3:25]. (8) Given the reactants ClC(Cl)(Cl)C([N:5]1[CH2:10][CH2:9][N:8]([C:11]2[CH:16]=[C:15]([S:17]([N:20]3[C:28]4[C:23](=[CH:24][C:25]([Cl:29])=[CH:26][CH:27]=4)[C:22]([CH3:30])=[CH:21]3)(=[O:19])=[O:18])[CH:14]=[CH:13][C:12]=2[O:31][CH3:32])[CH2:7][CH2:6]1)=O.[OH-].[K+], predict the reaction product. The product is: [Cl:29][C:25]1[CH:24]=[C:23]2[C:28](=[CH:27][CH:26]=1)[N:20]([S:17]([C:15]1[CH:14]=[CH:13][C:12]([O:31][CH3:32])=[C:11]([N:8]3[CH2:9][CH2:10][NH:5][CH2:6][CH2:7]3)[CH:16]=1)(=[O:19])=[O:18])[CH:21]=[C:22]2[CH3:30].